Dataset: Forward reaction prediction with 1.9M reactions from USPTO patents (1976-2016). Task: Predict the product of the given reaction. (1) Given the reactants [NH:1]1[C:9]2[C:4](=[CH:5][CH:6]=[CH:7][CH:8]=2)[CH2:3][C:2]1=[O:10].[S:11]([Cl:15])(=O)(=[O:13])[OH:12], predict the reaction product. The product is: [Cl:15][S:11]([C:6]1[CH:7]=[CH:8][C:9]2[C:4](=[CH:3][C:2](=[O:10])[N:1]=2)[CH:5]=1)(=[O:13])=[O:12]. (2) Given the reactants ClC(Cl)(Cl)[C:3]([C:5]1[N:14]2[C:8]([CH2:9][N:10]([C:19]([C:21]3[CH:26]=[CH:25][C:24]([C:27]4[CH:32]=[CH:31][CH:30]=[CH:29][C:28]=4[CH3:33])=[C:23]([O:34][CH3:35])[CH:22]=3)=[O:20])[C:11]3[CH:18]=[CH:17][CH:16]=[CH:15][C:12]=3[CH2:13]2)=[CH:7][CH:6]=1)=[O:4].[C:38]1([CH:44]([C:48]2[CH:53]=[CH:52][CH:51]=[CH:50][CH:49]=2)[CH2:45][CH2:46][NH2:47])[CH:43]=[CH:42][CH:41]=[CH:40][CH:39]=1, predict the reaction product. The product is: [C:48]1([CH:44]([C:38]2[CH:39]=[CH:40][CH:41]=[CH:42][CH:43]=2)[CH2:45][CH2:46][NH:47][C:3]([C:5]2[N:14]3[C:8]([CH2:9][N:10]([C:19]([C:21]4[CH:26]=[CH:25][C:24]([C:27]5[CH:32]=[CH:31][CH:30]=[CH:29][C:28]=5[CH3:33])=[C:23]([O:34][CH3:35])[CH:22]=4)=[O:20])[C:11]4[CH:18]=[CH:17][CH:16]=[CH:15][C:12]=4[CH2:13]3)=[CH:7][CH:6]=2)=[O:4])[CH:49]=[CH:50][CH:51]=[CH:52][CH:53]=1. (3) Given the reactants CN(CC1N(CC2CCNC2)C2C=CC=CC=2N=1)C1C2N=CC=CC=2CCC1.[CH3:29][N:30]([CH2:41][C:42]1[N:46]([CH2:47][CH:48]2C[CH2:52][CH2:51][N:50]([CH3:54])[CH2:49]2)[C:45]2[CH:55]=[CH:56][CH:57]=[CH:58][C:44]=2[N:43]=1)[CH:31]1[C:40]2[N:39]=[CH:38][CH:37]=[CH:36][C:35]=2[CH2:34][CH2:33][CH2:32]1, predict the reaction product. The product is: [CH3:29][N:30]([CH2:41][C:42]1[N:46]([CH2:47][CH:48]2[CH2:52][CH2:51][N:50]([CH3:54])[CH2:49]2)[C:45]2[CH:55]=[CH:56][CH:57]=[CH:58][C:44]=2[N:43]=1)[CH:31]1[C:40]2[N:39]=[CH:38][CH:37]=[CH:36][C:35]=2[CH2:34][CH2:33][CH2:32]1.